From a dataset of Reaction yield outcomes from USPTO patents with 853,638 reactions. Predict the reaction yield, written as a fraction of the theoretical maximum amount of product (1.0 means a 100% yield; for example, 0.34 means a 34% yield). (1) The reactants are [Br:1][C:2]1[CH:3]=[C:4]([N:8]2[CH2:13][CH2:12][CH:11]([C:14]([O:16]CC)=[O:15])[CH2:10][CH2:9]2)[CH:5]=[CH:6][CH:7]=1.[OH-].[Na+]. The catalyst is C1COCC1.CO. The product is [Br:1][C:2]1[CH:3]=[C:4]([N:8]2[CH2:9][CH2:10][CH:11]([C:14]([OH:16])=[O:15])[CH2:12][CH2:13]2)[CH:5]=[CH:6][CH:7]=1. The yield is 0.850. (2) The reactants are [C:1]1([CH2:7][C:8]([C:10]2[CH:15]=[CH:14][N:13]=[CH:12][CH:11]=2)=O)[CH:6]=[CH:5][CH:4]=[CH:3][CH:2]=1.[CH2:16]([O:18][C:19]1[CH:20]=[C:21]([CH:24]=[C:25]([N+:28]([O-:30])=[O:29])[C:26]=1[OH:27])[CH:22]=O)[CH3:17].[NH2:31][C:32]([NH2:34])=[O:33].Cl. The catalyst is CCO. The product is [CH2:16]([O:18][C:19]1[CH:20]=[C:21]([CH:22]2[C:7]([C:1]3[CH:6]=[CH:5][CH:4]=[CH:3][CH:2]=3)=[C:8]([C:10]3[CH:15]=[CH:14][N:13]=[CH:12][CH:11]=3)[NH:34][C:32](=[O:33])[NH:31]2)[CH:24]=[C:25]([N+:28]([O-:30])=[O:29])[C:26]=1[OH:27])[CH3:17]. The yield is 0.460. (3) The catalyst is C(#N)C. The reactants are [Cl:1][C:2]1[CH:3]=[C:4]([CH:24]=[CH:25][C:26]=1[S:27][C:28]1[NH:29][CH:30]=[CH:31][N:32]=1)[NH:5][C:6]1[C:15]2[C:10](=[CH:11][CH:12]=[CH:13][C:14]=2[O:16][CH:17]2[CH2:22][CH2:21][N:20]([CH3:23])[CH2:19][CH2:18]2)[N:9]=[CH:8][N:7]=1.C(=O)([O-])[O-].[K+].[K+].Cl[CH2:40][C:41]#[N:42].C1CC2OCCOCCOC3C(OCCOCCOC2CC1)CCCC3. The product is [Cl:1][C:2]1[CH:3]=[C:4]([CH:24]=[CH:25][C:26]=1[S:27][C:28]1[N:32]([CH2:40][C:41]#[N:42])[CH:31]=[CH:30][N:29]=1)[NH:5][C:6]1[C:15]2[C:10](=[CH:11][CH:12]=[CH:13][C:14]=2[O:16][CH:17]2[CH2:22][CH2:21][N:20]([CH3:23])[CH2:19][CH2:18]2)[N:9]=[CH:8][N:7]=1. The yield is 0.310. (4) The reactants are [Si]([O:8][CH2:9][CH2:10][O:11][C:12]1[N:17]=[CH:16][C:15]([N:18]2[C:22]([CH3:24])([CH3:23])[C:21](=[O:25])[N:20]([C:26]3[CH:33]=[CH:32][C:29]([C:30]#[N:31])=[C:28]([C:34]([F:37])([F:36])[F:35])[CH:27]=3)[C:19]2=[S:38])=[CH:14][CH:13]=1)(C(C)(C)C)(C)C.[F-].C([N+](CCCC)(CCCC)CCCC)CCC. The catalyst is O1CCCC1. The product is [OH:8][CH2:9][CH2:10][O:11][C:12]1[N:17]=[CH:16][C:15]([N:18]2[C:22]([CH3:24])([CH3:23])[C:21](=[O:25])[N:20]([C:26]3[CH:33]=[CH:32][C:29]([C:30]#[N:31])=[C:28]([C:34]([F:36])([F:37])[F:35])[CH:27]=3)[C:19]2=[S:38])=[CH:14][CH:13]=1. The yield is 0.409. (5) The reactants are [Cl:1][C:2]1[N:6]([CH3:7])[N:5]=[C:4]([C:8]2[CH:13]=[CH:12][CH:11]=[CH:10][N:9]=2)[C:3]=1[C:14]([C:18]1[CH:23]=[CH:22][C:21]([Cl:24])=[CH:20][C:19]=1[CH3:25])=[CH:15][O:16]C.Cl.C([O-])(O)=O.[Na+]. The catalyst is O1CCOCC1. The product is [Cl:1][C:2]1[N:6]([CH3:7])[N:5]=[C:4]([C:8]2[CH:13]=[CH:12][CH:11]=[CH:10][N:9]=2)[C:3]=1[CH:14]([C:18]1[CH:23]=[CH:22][C:21]([Cl:24])=[CH:20][C:19]=1[CH3:25])[CH:15]=[O:16]. The yield is 1.00. (6) The reactants are [CH:1]1([O:9][CH2:10][C:11]([OH:13])=[O:12])[CH2:8][CH2:7][CH2:6][CH:5]=[CH:4][CH2:3][CH2:2]1.[N+](=[CH2:16])=[N-].CC1C=CC(S(N(N=O)C)(=O)=O)=CC=1.[OH-].[Na+]. The catalyst is O.C(O)C.C(OCC)C. The product is [CH:1]1([O:9][CH2:10][C:11]([O:13][CH3:16])=[O:12])[CH2:2][CH2:3][CH2:4][CH:5]=[CH:6][CH2:7][CH2:8]1. The yield is 0.690.